From a dataset of Full USPTO retrosynthesis dataset with 1.9M reactions from patents (1976-2016). Predict the reactants needed to synthesize the given product. (1) The reactants are: FC[C:3]1C=C[C:6]([N:29]2[N:33]=[CH:32][CH:31]=[N:30]2)=[C:7]([C:9]([N:11]2[C@H:16]([CH3:17])[CH2:15][CH2:14][C@@H:13]([O:18][C:19]3[C:24]([C:25]([OH:28])([CH3:27])[CH3:26])=[CH:23][CH:22]=[CH:21][N:20]=3)[CH2:12]2)=[O:10])[CH:8]=1.[S:34]1C=CC(C(O)=O)=C1.FCC1C=CC(N2N=CC=N2)=C(C=1)C(O)=O. Given the product [CH3:17][C@H:16]1[N:11]([C:9]([C:7]2[CH:8]=[CH:3][S:34][C:6]=2[N:29]2[N:33]=[CH:32][CH:31]=[N:30]2)=[O:10])[CH2:12][C@H:13]([O:18][C:19]2[C:24]([C:25]([OH:28])([CH3:27])[CH3:26])=[CH:23][CH:22]=[CH:21][N:20]=2)[CH2:14][CH2:15]1, predict the reactants needed to synthesize it. (2) Given the product [OH:1][CH2:2][C:3]1[CH:4]=[CH:5][C:6]([C:7]([N:14]([O:15][CH3:16])[CH3:13])=[O:9])=[CH:10][CH:11]=1, predict the reactants needed to synthesize it. The reactants are: [OH:1][CH2:2][C:3]1[CH:11]=[CH:10][C:6]([C:7]([OH:9])=O)=[CH:5][CH:4]=1.Cl.[CH3:13][NH:14][O:15][CH3:16].Cl.CN(C)CCCN=C=NCC.ON1C2C=CC=CC=2N=N1.C(N(CC)C(C)C)(C)C. (3) The reactants are: Cl[C:2]1[CH:7]=[C:6]([CH3:8])[N:5]=[C:4]([C:9]2[CH:14]=[CH:13][CH:12]=[CH:11][N:10]=2)[N:3]=1.[NH2:15][C:16]1[CH:17]=[C:18]([C:22]([F:25])([F:24])[F:23])[CH:19]=[CH:20][CH:21]=1. Given the product [F:23][C:22]([F:24])([F:25])[C:18]1[CH:17]=[C:16]([CH:21]=[CH:20][CH:19]=1)[NH:15][C:2]1[CH:7]=[C:6]([CH3:8])[N:5]=[C:4]([C:9]2[CH:14]=[CH:13][CH:12]=[CH:11][N:10]=2)[N:3]=1, predict the reactants needed to synthesize it. (4) Given the product [Cl:1][C:2]1[CH:7]=[CH:6][C:5]([NH:8][C:11](=[O:12])[C:10](=[O:9])[CH3:14])=[CH:4][CH:3]=1, predict the reactants needed to synthesize it. The reactants are: [Cl:1][C:2]1[CH:7]=[CH:6][C:5]([NH2:8])=[CH:4][CH:3]=1.[O:9]=[C:10]([CH3:14])[C:11](Cl)=[O:12].Cl. (5) Given the product [CH2:1]([O:5][C:6]([C:8]1[N:9]=[CH:10][C:11]2[C:16]([C:17]=1[OH:18])=[CH:15][C:14]([O:19][CH:20]1[CH2:25][CH2:24][CH2:23][CH2:22][CH2:21]1)=[CH:13][CH:12]=2)=[O:7])[CH2:2][CH2:3][CH3:4], predict the reactants needed to synthesize it. The reactants are: [CH2:1]([O:5][C:6]([C:8]1[N:9]=[C:10](Br)[C:11]2[C:16]([C:17]=1[OH:18])=[CH:15][C:14]([O:19][CH:20]1[CH2:25][CH2:24][CH2:23][CH2:22][CH2:21]1)=[CH:13][CH:12]=2)=[O:7])[CH2:2][CH2:3][CH3:4].C([O-])=O.[NH4+]. (6) The reactants are: CC(C)([O-])C.[K+].[N+:7]([C:10]1[S:14][C:13]([CH:15]=[N:16][OH:17])=[CH:12][CH:11]=1)([O-:9])=[O:8].Cl[CH2:19][C:20]([O:22][CH2:23][CH3:24])=[O:21]. Given the product [CH2:23]([O:22][C:20](=[O:21])[CH2:19][C:11]1[CH:12]=[C:13]([CH:15]=[N:16][OH:17])[S:14][C:10]=1[N+:7]([O-:9])=[O:8])[CH3:24], predict the reactants needed to synthesize it. (7) Given the product [S:12]1[CH:13]=[CH:14][C:10]([C:9]#[C:8][C:5]2[N:4]=[N:3][C:2]([C:16]#[C:15][C:17]3[CH:24]=[CH:23][C:20]([CH:21]=[O:22])=[CH:19][CH:18]=3)=[CH:7][CH:6]=2)=[CH:11]1, predict the reactants needed to synthesize it. The reactants are: I[C:2]1[N:3]=[N:4][C:5]([C:8]#[C:9][C:10]2[CH:14]=[CH:13][S:12][CH:11]=2)=[CH:6][CH:7]=1.[C:15]([C:17]1[CH:24]=[CH:23][C:20]([CH:21]=[O:22])=[CH:19][CH:18]=1)#[CH:16]. (8) The reactants are: N#N.[OH:3][CH:4]([C:6]1[O:7][C:8]([CH2:11][N:12]2[N:16]=[C:15]([NH:17][C:18]([C:20]3[N:21]=[C:22]([CH3:32])[O:23][C:24]=3[C:25]3[CH:30]=[CH:29][CH:28]=[C:27]([Cl:31])[CH:26]=3)=[O:19])[CH:14]=[N:13]2)=[CH:9][N:10]=1)[CH3:5]. Given the product [C:4]([C:6]1[O:7][C:8]([CH2:11][N:12]2[N:16]=[C:15]([NH:17][C:18]([C:20]3[N:21]=[C:22]([CH3:32])[O:23][C:24]=3[C:25]3[CH:30]=[CH:29][CH:28]=[C:27]([Cl:31])[CH:26]=3)=[O:19])[CH:14]=[N:13]2)=[CH:9][N:10]=1)(=[O:3])[CH3:5], predict the reactants needed to synthesize it. (9) Given the product [Cl:5][C:6]1[N:7]=[C:8]([CH2:21][O:22][Si:23]([C:26]([CH3:29])([CH3:28])[CH3:27])([CH3:25])[CH3:24])[N:9]([CH2:13][O:14][CH2:15][CH2:16][Si:17]([CH3:20])([CH3:19])[CH3:18])[C:10]=1[C:11]([OH:39])=[O:12], predict the reactants needed to synthesize it. The reactants are: [O-]Cl=O.[Na+].[Cl:5][C:6]1[N:7]=[C:8]([CH2:21][O:22][Si:23]([C:26]([CH3:29])([CH3:28])[CH3:27])([CH3:25])[CH3:24])[N:9]([CH2:13][O:14][CH2:15][CH2:16][Si:17]([CH3:20])([CH3:19])[CH3:18])[C:10]=1[CH:11]=[O:12].CC(=CC)C.CC([OH:39])(C)C.